This data is from Reaction yield outcomes from USPTO patents with 853,638 reactions. The task is: Predict the reaction yield, written as a fraction of the theoretical maximum amount of product (1.0 means a 100% yield; for example, 0.34 means a 34% yield). (1) The reactants are [S:1](=[O:5])(=[O:4])([OH:3])[OH:2].[CH3:6][C:7]([C@H:10]([NH:52][C:53]([O:55][CH3:56])=[O:54])[C:11]([NH:13][C@H:14]([C@@H:22]([OH:51])[CH2:23][N:24]([NH:38][C:39]([C@@H:41]([NH:46][C:47]([O:49][CH3:50])=[O:48])[C:42]([CH3:45])([CH3:44])[CH3:43])=[O:40])[CH2:25][C:26]1[CH:31]=[CH:30][C:29]([C:32]2[N:37]=[CH:36][CH:35]=[CH:34][CH:33]=2)=[CH:28][CH:27]=1)[CH2:15][C:16]1[CH:21]=[CH:20][CH:19]=[CH:18][CH:17]=1)=[O:12])([CH3:9])[CH3:8]. The catalyst is CC(O)C. The product is [CH3:9][C:7]([C@H:10]([NH:52][C:53]([O:55][CH3:56])=[O:54])[C:11]([NH:13][C@H:14]([C@@H:22]([OH:51])[CH2:23][N:24]([NH:38][C:39]([C@@H:41]([NH:46][C:47]([O:49][CH3:50])=[O:48])[C:42]([CH3:43])([CH3:44])[CH3:45])=[O:40])[CH2:25][C:26]1[CH:27]=[CH:28][C:29]([C:32]2[CH:33]=[CH:34][CH:35]=[CH:36][N:37]=2)=[CH:30][CH:31]=1)[CH2:15][C:16]1[CH:21]=[CH:20][CH:19]=[CH:18][CH:17]=1)=[O:12])([CH3:6])[CH3:8].[OH:4][S:1]([OH:5])(=[O:3])=[O:2]. The yield is 0.860. (2) The reactants are [CH3:1][C:2]1[C:11]([CH3:12])=[C:10]2[C:5]([CH2:6][CH2:7][C@:8]([CH2:14][CH2:15][CH2:16][C@@H:17]([CH2:19][CH2:20][CH2:21][C@@H:22]([CH2:24][CH2:25][CH2:26][CH:27]([CH3:29])[CH3:28])[CH3:23])[CH3:18])([CH3:13])[O:9]2)=[C:4]([CH3:30])[C:3]=1[OH:31].[H-].[Na+].[H][H].CN(C)[CH:38]=[O:39]. No catalyst specified. The product is [O:39]1[CH2:38][CH2:10][O:9][CH:8]1[CH2:7][CH2:6][CH2:5][CH2:4][O:31][C:3]1[C:4]([CH3:30])=[C:5]2[C:10](=[C:11]([CH3:12])[C:2]=1[CH3:1])[O:9][C@:8]([CH3:13])([CH2:14][CH2:15][CH2:16][C@H:17]([CH3:18])[CH2:19][CH2:20][CH2:21][C@H:22]([CH3:23])[CH2:24][CH2:25][CH2:26][CH:27]([CH3:29])[CH3:28])[CH2:7][CH2:6]2. The yield is 0.860. (3) The reactants are [C:1]([S:4][CH:5]1[CH2:8][N:7]([C:9]2[S:10][CH:11]=[C:12]([CH2:14][NH:15][C:16]([CH2:18][C:19]3[CH:24]=[CH:23][C:22]([N+:25]([O-:27])=[O:26])=[CH:21][CH:20]=3)=[O:17])[N:13]=2)[CH2:6]1)(=O)[CH3:2].[C:28](O)(=O)C.NN.C1(P(OC2[C@H](C)[C@H:51]3[C@@H:68]([C@H:69]([OH:71])[CH3:70])[C:67](=[O:72])[N:52]3[C:53]=2[C:54]([O:56][CH2:57][C:58]2[CH:63]=[CH:62][C:61]([N+:64]([O-:66])=[O:65])=[CH:60][CH:59]=2)=[O:55])(C2C=CC=CC=2)=O)C=CC=CC=1.C(N(C(C)C)CC)(C)C.C(=O)([O-])O.[Na+]. The catalyst is CN(C)C=O.C(#N)C.C(OCC)(=O)C. The product is [N+:25]([C:22]1[CH:23]=[CH:24][C:19]([CH2:18][C:16]([NH:15][CH2:14][C:12]2[N:13]=[C:9]([N:7]3[CH2:6][CH:5]([S:4][C:1]4[C@H:2]([CH3:28])[C@@H:51]5[C@@H:68]([C@H:69]([OH:71])[CH3:70])[C:67](=[O:72])[N:52]5[C:53]=4[C:54]([O:56][CH2:57][C:58]4[CH:59]=[CH:60][C:61]([N+:64]([O-:66])=[O:65])=[CH:62][CH:63]=4)=[O:55])[CH2:8]3)[S:10][CH:11]=2)=[O:17])=[CH:20][CH:21]=1)([O-:27])=[O:26]. The yield is 0.590. (4) The reactants are [Br:1][C:2]1[C:3]([CH2:9][OH:10])=[CH:4][C:5]([Cl:8])=[N:6][CH:7]=1.C(N(CC)C(C)C)(C)C.CS(Cl)(=O)=O.[Cl:25][C:26]1[CH:27]=[C:28](O)[CH:29]=[CH:30][C:31]=1[Cl:32].C(=O)([O-])[O-].[K+].[K+]. The catalyst is O1CCCC1.C(OCC)(=O)C. The product is [Br:1][C:2]1[C:3]([CH2:9][O:10][C:29]2[CH:28]=[CH:27][C:26]([Cl:25])=[C:31]([Cl:32])[CH:30]=2)=[CH:4][C:5]([Cl:8])=[N:6][CH:7]=1. The yield is 0.840.